Dataset: Catalyst prediction with 721,799 reactions and 888 catalyst types from USPTO. Task: Predict which catalyst facilitates the given reaction. Reactant: [CH3:1][S:2][C:3]1[CH:8]=[CH:7][C:6]([N:9]2[C:13]3[CH:14]=[C:15]([C:18]([NH:20][NH2:21])=[O:19])[CH:16]=[CH:17][C:12]=3[N:11]=[CH:10]2)=[CH:5][CH:4]=1.[C:22](Cl)(=[O:24])[CH3:23].C(OCC)(=O)C. Product: [C:22]([NH:21][NH:20][C:18]([C:15]1[CH:16]=[CH:17][C:12]2[N:11]=[CH:10][N:9]([C:6]3[CH:7]=[CH:8][C:3]([S:2][CH3:1])=[CH:4][CH:5]=3)[C:13]=2[CH:14]=1)=[O:19])(=[O:24])[CH3:23]. The catalyst class is: 80.